Dataset: Full USPTO retrosynthesis dataset with 1.9M reactions from patents (1976-2016). Task: Predict the reactants needed to synthesize the given product. (1) Given the product [C:10]([C:3]1[C:4]2[C:9](=[CH:8][CH:7]=[CH:6][CH:5]=2)[N:1]([CH2:14][C:15]([O:17][C:18]([CH3:21])([CH3:20])[CH3:19])=[O:16])[N:2]=1)(=[O:11])[NH2:12], predict the reactants needed to synthesize it. The reactants are: [NH:1]1[C:9]2[C:4](=[CH:5][CH:6]=[CH:7][CH:8]=2)[C:3]([C:10]([NH2:12])=[O:11])=[N:2]1.Br[CH2:14][C:15]([O:17][C:18]([CH3:21])([CH3:20])[CH3:19])=[O:16].C(=O)([O-])[O-].[K+].[K+]. (2) Given the product [CH3:35][CH:33]([CH3:34])[C:32]([NH:31][C:27]1[CH:28]=[CH:29][CH:30]=[C:25]([CH:22]2[CH2:23][CH2:24][N:19]([CH2:18][C:14]3[CH:13]=[C:12]4[C:17](=[CH:16][CH:15]=3)[N:9]([C:2]3[CH:7]=[CH:6][CH:5]=[CH:4][C:3]=3[CH3:8])[CH:10]=[CH:11]4)[CH2:20][CH2:21]2)[CH:26]=1)=[O:36], predict the reactants needed to synthesize it. The reactants are: I[C:2]1[CH:7]=[CH:6][CH:5]=[CH:4][C:3]=1[CH3:8].[NH:9]1[C:17]2[C:12](=[CH:13][C:14]([CH2:18][N:19]3[CH2:24][CH2:23][CH:22]([C:25]4[CH:26]=[C:27]([NH:31][C:32](=[O:36])[CH:33]([CH3:35])[CH3:34])[CH:28]=[CH:29][CH:30]=4)[CH2:21][CH2:20]3)=[CH:15][CH:16]=2)[CH:11]=[CH:10]1.